This data is from Catalyst prediction with 721,799 reactions and 888 catalyst types from USPTO. The task is: Predict which catalyst facilitates the given reaction. (1) Reactant: [CH:1]([NH2:3])=[S:2].Cl[CH:5]([CH:11]=O)[C:6]([O:8][CH2:9][CH3:10])=[O:7]. Product: [S:2]1[C:5]([C:6]([O:8][CH2:9][CH3:10])=[O:7])=[CH:11][N:3]=[CH:1]1. The catalyst class is: 21. (2) Reactant: [CH3:1][O:2][C:3]([CH:5]1[C:11]2[NH:12][C:13]3[CH:14]=[CH:15][CH:16]=[CH:17][C:18]=3[C:10]=2[CH2:9][CH2:8][NH:7][CH2:6]1)=[O:4].[C:19](O[C:19]([O:21][C:22]([CH3:25])([CH3:24])[CH3:23])=[O:20])([O:21][C:22]([CH3:25])([CH3:24])[CH3:23])=[O:20].C(N(CC)CC)C. Product: [CH3:1][O:2][C:3]([CH:5]1[C:11]2[NH:12][C:13]3[CH:14]=[CH:15][CH:16]=[CH:17][C:18]=3[C:10]=2[CH2:9][CH2:8][N:7]([C:19]([O:21][C:22]([CH3:25])([CH3:24])[CH3:23])=[O:20])[CH2:6]1)=[O:4]. The catalyst class is: 5. (3) Reactant: [F:1][C:2]1[CH:7]=[CH:6][C:5]([C:8]2[CH:13]=[CH:12][C:11]([N:14]3[CH:18]=[C:17]([NH:19][C:20]([NH2:22])=[O:21])[C:16]([C:23]([NH2:25])=[O:24])=[N:15]3)=[CH:10][C:9]=2[CH3:26])=[C:4]([OH:27])[CH:3]=1.Br[CH2:29][C:30]([NH2:32])=[O:31].C(=O)([O-])[O-].[K+].[K+]. Product: [C:30]([CH2:29][O:27][C:4]1[CH:3]=[C:2]([F:1])[CH:7]=[CH:6][C:5]=1[C:8]1[CH:13]=[CH:12][C:11]([N:14]2[CH:18]=[C:17]([NH:19][C:20]([NH2:22])=[O:21])[C:16]([C:23]([NH2:25])=[O:24])=[N:15]2)=[CH:10][C:9]=1[CH3:26])(=[O:31])[NH2:32]. The catalyst class is: 3. (4) Reactant: [CH3:1][C:2]1[O:6][C:5]([C:7]2[CH:12]=[CH:11][CH:10]=[CH:9][CH:8]=2)=[N:4][C:3]=1[CH2:13][CH2:14][O:15][C:16]1[C:21]2[CH:22]=[CH:23][S:24][C:20]=2[C:19]([N+:25]([O-])=O)=[CH:18][CH:17]=1. Product: [CH3:1][C:2]1[O:6][C:5]([C:7]2[CH:12]=[CH:11][CH:10]=[CH:9][CH:8]=2)=[N:4][C:3]=1[CH2:13][CH2:14][O:15][C:16]1[C:21]2[CH:22]=[CH:23][S:24][C:20]=2[C:19]([NH2:25])=[CH:18][CH:17]=1. The catalyst class is: 1. (5) Reactant: C1(C)C=CC(OCC(O)=O)=CC=1.[Br:13][C:14]1[CH:15]=[C:16]2[C:21](=[CH:22][CH:23]=1)[CH:20]=[C:19]([O:24][CH2:25][C:26]([O:28]CC)=[O:27])[CH:18]=[CH:17]2.[OH-].[Na+]. Product: [Br:13][C:14]1[CH:15]=[C:16]2[C:21](=[CH:22][CH:23]=1)[CH:20]=[C:19]([O:24][CH2:25][C:26]([OH:28])=[O:27])[CH:18]=[CH:17]2. The catalyst class is: 1. (6) Reactant: [I-].[Na+].[Cl:3][CH2:4][CH2:5][CH2:6][N:7]([CH2:16][C:17]1[CH:22]=[CH:21][CH:20]=[CH:19][C:18]=1[CH3:23])[CH2:8][CH2:9][C:10]1[CH:11]=[N:12][CH:13]=[CH:14][CH:15]=1.C(=O)([O-])[O-].[K+].[K+].[OH:30][C:31]1[CH:32]=[C:33]2[C:38](=[CH:39][CH:40]=1)[N:37]=[CH:36][CH:35]=[CH:34]2.[ClH:41]. Product: [ClH:3].[ClH:41].[ClH:3].[CH3:23][C:18]1[CH:19]=[CH:20][CH:21]=[CH:22][C:17]=1[CH2:16][N:7]([CH2:8][CH2:9][C:10]1[CH:11]=[N:12][CH:13]=[CH:14][CH:15]=1)[CH2:6][CH2:5][CH2:4][O:30][C:31]1[CH:32]=[C:33]2[C:38](=[CH:39][CH:40]=1)[N:37]=[CH:36][CH:35]=[CH:34]2. The catalyst class is: 399. (7) Reactant: [CH2:1]([NH:8][CH2:9][C:10]1[CH:15]=[CH:14][CH:13]=[CH:12][CH:11]=1)[C:2]1[CH:7]=[CH:6][CH:5]=[CH:4][CH:3]=1.[CH2:16]([C@H:18]1[O:20][CH2:19]1)[Cl:17]. Product: [Cl:17][CH2:16][C@@H:18]([OH:20])[CH2:19][N:8]([CH2:1][C:2]1[CH:7]=[CH:6][CH:5]=[CH:4][CH:3]=1)[CH2:9][C:10]1[CH:15]=[CH:14][CH:13]=[CH:12][CH:11]=1. The catalyst class is: 10.